From a dataset of Full USPTO retrosynthesis dataset with 1.9M reactions from patents (1976-2016). Predict the reactants needed to synthesize the given product. (1) The reactants are: FC1C=CC(C2C=NC(N3CCN(S(C[C@H](C(C)C)C(O)=O)(=O)=[O:21])CC3)=NC=2)=CC=1.C([C@@H]1COC(=O)N1[C:44](=[O:73])[CH:45]([CH2:49][S:50]([N:53]1[CH2:58][CH2:57][CH:56]([O:59][C:60]2[CH:65]=[CH:64][C:63]([C:66]3[CH:71]=[CH:70][C:69]([F:72])=[CH:68][CH:67]=3)=[CH:62][N:61]=2)[CH2:55][CH2:54]1)(=[O:52])=[O:51])[CH:46]([CH3:48])[CH3:47])C1C=CC=CC=1. Given the product [F:72][C:69]1[CH:68]=[CH:67][C:66]([C:63]2[CH:64]=[CH:65][C:60]([O:59][CH:56]3[CH2:57][CH2:58][N:53]([S:50]([CH2:49][C@H:45]([CH:46]([CH3:47])[CH3:48])[C:44]([OH:73])=[O:21])(=[O:51])=[O:52])[CH2:54][CH2:55]3)=[N:61][CH:62]=2)=[CH:71][CH:70]=1, predict the reactants needed to synthesize it. (2) Given the product [CH3:24][O:23][C:21]1[CH:20]=[CH:19][C:15]2[N:16]=[C:17]([CH3:18])[C:12]3[N:13]([C:9]([C:4]4[CH:5]=[CH:6][CH:7]=[CH:2][C:3]=4[O:27][CH3:26])=[N:10][C:11]=3[CH3:25])[C:14]=2[N:22]=1, predict the reactants needed to synthesize it. The reactants are: Cl[C:2]1[CH:3]=[C:4]([C:9]2[N:13]3[C:14]4[N:22]=[C:21]([O:23][CH3:24])[CH:20]=[CH:19][C:15]=4[N:16]=[C:17]([CH3:18])[C:12]3=[C:11]([CH3:25])[N:10]=2)[CH:5]=[C:6](Cl)[CH:7]=1.[CH3:26][O:27]C1C=CC=CC=1B(O)O.C([O-])([O-])=O.[K+].[K+]. (3) Given the product [CH3:35][C:36]([CH3:49])([CH3:48])[CH2:37][N:38]1[CH:43]=[CH:42][CH:41]=[C:40]([C:44]([NH:1][C@@H:2]([CH2:10][CH2:11][CH2:12][NH:13][C:14]([NH:16][S:17]([C:20]2[C:21]([CH3:34])=[C:22]3[C:27](=[C:28]([CH3:31])[C:29]=2[CH3:30])[O:26][C:25]([CH3:33])([CH3:32])[CH2:24][CH2:23]3)(=[O:18])=[O:19])=[NH:15])[C:3]([O:5][C:6]([CH3:7])([CH3:8])[CH3:9])=[O:4])=[O:45])[C:39]1=[O:47], predict the reactants needed to synthesize it. The reactants are: [NH2:1][C@@H:2]([CH2:10][CH2:11][CH2:12][NH:13][C:14]([NH:16][S:17]([C:20]1[C:21]([CH3:34])=[C:22]2[C:27](=[C:28]([CH3:31])[C:29]=1[CH3:30])[O:26][C:25]([CH3:33])([CH3:32])[CH2:24][CH2:23]2)(=[O:19])=[O:18])=[NH:15])[C:3]([O:5][C:6]([CH3:9])([CH3:8])[CH3:7])=[O:4].[CH3:35][C:36]([CH3:49])([CH3:48])[CH2:37][N:38]1[CH:43]=[CH:42][CH:41]=[C:40]([C:44](O)=[O:45])[C:39]1=[O:47].CN(C(ON1N=NC2C=CC=CC1=2)=[N+](C)C)C.F[P-](F)(F)(F)(F)F.CCN(C(C)C)C(C)C. (4) Given the product [Cl:1][C:2]1[C:7]([C:8]([NH2:29])=[O:9])=[CH:6][N:5]=[C:4]2[N:11]([CH2:14][O:15][CH2:16][CH2:17][Si:18]([CH3:21])([CH3:20])[CH3:19])[CH:12]=[CH:13][C:3]=12, predict the reactants needed to synthesize it. The reactants are: [Cl:1][C:2]1[C:7]([C:8](O)=[O:9])=[CH:6][N:5]=[C:4]2[N:11]([CH2:14][O:15][CH2:16][CH2:17][Si:18]([CH3:21])([CH3:20])[CH3:19])[CH:12]=[CH:13][C:3]=12.C1(C)C=CC=CC=1.[NH3:29].CO.[Cl-].[Na+]. (5) Given the product [C:1]([C:3]1[CH:8]=[CH:7][C:6]([NH:9][C:10]([CH:12]2[NH:16][CH:15]([CH2:17][C:18]([CH3:21])([CH3:20])[CH3:19])[C:14]3([C:29]4[C:24](=[CH:25][C:26]([Cl:30])=[CH:27][CH:28]=4)[NH:23][C:22]3=[O:31])[CH:13]2[C:32]2[CH:37]=[CH:36][CH:35]=[C:34]([Cl:38])[C:33]=2[F:39])=[O:11])=[C:5]([F:40])[CH:4]=1)(=[O:41])[NH2:2], predict the reactants needed to synthesize it. The reactants are: [C:1]([C:3]1[CH:8]=[CH:7][C:6]([NH:9][C:10]([CH:12]2[NH:16][CH:15]([CH2:17][C:18]([CH3:21])([CH3:20])[CH3:19])[C:14]3([C:29]4[C:24](=[CH:25][C:26]([Cl:30])=[CH:27][CH:28]=4)[NH:23][C:22]3=[O:31])[CH:13]2[C:32]2[CH:37]=[CH:36][CH:35]=[C:34]([Cl:38])[C:33]=2[F:39])=[O:11])=[C:5]([F:40])[CH:4]=1)#[N:2].[OH:41]O.[OH-].[Na+].